Dataset: NCI-60 drug combinations with 297,098 pairs across 59 cell lines. Task: Regression. Given two drug SMILES strings and cell line genomic features, predict the synergy score measuring deviation from expected non-interaction effect. (1) Drug 1: CCCS(=O)(=O)NC1=C(C(=C(C=C1)F)C(=O)C2=CNC3=C2C=C(C=N3)C4=CC=C(C=C4)Cl)F. Drug 2: C1=CC(=CC=C1CCC2=CNC3=C2C(=O)NC(=N3)N)C(=O)NC(CCC(=O)O)C(=O)O. Cell line: OVCAR-8. Synergy scores: CSS=28.8, Synergy_ZIP=0.860, Synergy_Bliss=-0.464, Synergy_Loewe=-18.7, Synergy_HSA=-1.97. (2) Drug 1: C1CCC(C1)C(CC#N)N2C=C(C=N2)C3=C4C=CNC4=NC=N3. Drug 2: CC1OCC2C(O1)C(C(C(O2)OC3C4COC(=O)C4C(C5=CC6=C(C=C35)OCO6)C7=CC(=C(C(=C7)OC)O)OC)O)O. Cell line: CAKI-1. Synergy scores: CSS=57.0, Synergy_ZIP=2.81, Synergy_Bliss=2.91, Synergy_Loewe=-7.33, Synergy_HSA=8.27.